From a dataset of Forward reaction prediction with 1.9M reactions from USPTO patents (1976-2016). Predict the product of the given reaction. Given the reactants FC1C=CC(CNC)=CC=1.[CH3:11][O:12][C:13]1[CH:23]=[CH:22][C:16]([O:17][CH2:18][CH2:19][NH:20][CH3:21])=[CH:15][CH:14]=1.[F:24][C:25]1[CH:47]=[CH:46][C:28]([CH2:29][NH:30][C:31]([C:33]2[S:37][C:36]([C:38]3[CH:43]=[N:42][CH:41]=[C:40](I)[N:39]=3)=[N:35][C:34]=2[CH3:45])=[O:32])=[CH:27][CH:26]=1, predict the reaction product. The product is: [F:24][C:25]1[CH:47]=[CH:46][C:28]([CH2:29][NH:30][C:31]([C:33]2[S:37][C:36]([C:38]3[CH:43]=[N:42][CH:41]=[C:40]([N:20]([CH2:19][CH2:18][O:17][C:16]4[CH:22]=[CH:23][C:13]([O:12][CH3:11])=[CH:14][CH:15]=4)[CH3:21])[N:39]=3)=[N:35][C:34]=2[CH3:45])=[O:32])=[CH:27][CH:26]=1.